This data is from Catalyst prediction with 721,799 reactions and 888 catalyst types from USPTO. The task is: Predict which catalyst facilitates the given reaction. (1) Reactant: [F:1][C:2]1[CH:7]=[CH:6][C:5]([C:8]2[C:12]([C:13]3[CH:18]=[CH:17][C:16]([F:19])=[CH:15][CH:14]=3)=[C:11]([CH:20]=[O:21])[N:10]([CH:22]([CH3:24])[CH3:23])[C:9]=2[C:25](O)=[O:26])=[CH:4][CH:3]=1.C(Cl)(=O)C(Cl)=O.[F:34][C:35]1[CH:41]=[CH:40][C:38]([NH2:39])=[CH:37][CH:36]=1.C(N(CC)CC)C. Product: [F:34][C:35]1[CH:41]=[CH:40][C:38]([NH:39][C:25]([C:9]2[N:10]([CH:22]([CH3:23])[CH3:24])[C:11]([CH:20]=[O:21])=[C:12]([C:13]3[CH:18]=[CH:17][C:16]([F:19])=[CH:15][CH:14]=3)[C:8]=2[C:5]2[CH:4]=[CH:3][C:2]([F:1])=[CH:7][CH:6]=2)=[O:26])=[CH:37][CH:36]=1. The catalyst class is: 198. (2) Reactant: [CH:1](=O)/[CH:2]=[CH:3]/[CH3:4].Cl.[F:7][C:8]1[CH:9]=[C:10]([CH:12]=[CH:13][CH:14]=1)[NH2:11]. Product: [F:7][C:8]1[CH:14]=[CH:13][CH:12]=[C:10]2[C:9]=1[CH:1]=[CH:2][C:3]([CH3:4])=[N:11]2. The catalyst class is: 6. (3) Reactant: [Br-:1].[Li+].[NH2:3][C@@H:4]1[C@H:9]([O:10][S:11]([C:14]2[CH:20]=[CH:19][C:17]([CH3:18])=[CH:16][CH:15]=2)(=[O:13])=[O:12])[CH2:8][C:7]([C:21]([O:23][CH2:24][CH3:25])=[O:22])=[CH:6][C@@H:5]1OS(C1C=CC(C)=CC=1)(=O)=O. Product: [NH2:3][C@@H:4]1[C@H:9]([O:10][S:11]([C:14]2[CH:20]=[CH:19][C:17]([CH3:18])=[CH:16][CH:15]=2)(=[O:13])=[O:12])[CH2:8][C:7]([C:21]([O:23][CH2:24][CH3:25])=[O:22])=[CH:6][C@H:5]1[Br:1]. The catalyst class is: 8. (4) Reactant: [CH3:1][O-:2].[Na+].[CH:4]1([C@H:8]([NH:10][C:11]2[N:19]=[C:18]([C:20]#[N:21])[N:17]=[C:16]3[C:12]=2[N:13]([CH2:34][C@H:35]2[CH2:40][CH2:39][C@H:38]([CH3:41])[CH2:37][CH2:36]2)[C:14]([N:22]2[CH2:27][CH2:26][O:25][CH2:24][C@H:23]2[C:28]2[CH:33]=[CH:32][CH:31]=[CH:30][CH:29]=2)=[N:15]3)[CH3:9])[CH2:7][CH2:6][CH2:5]1. Product: [CH:4]1([C@H:8]([NH:10][C:11]2[N:19]=[C:18]([C:20](=[NH:21])[O:2][CH3:1])[N:17]=[C:16]3[C:12]=2[N:13]([CH2:34][C@H:35]2[CH2:40][CH2:39][C@H:38]([CH3:41])[CH2:37][CH2:36]2)[C:14]([N:22]2[CH2:27][CH2:26][O:25][CH2:24][C@H:23]2[C:28]2[CH:33]=[CH:32][CH:31]=[CH:30][CH:29]=2)=[N:15]3)[CH3:9])[CH2:5][CH2:6][CH2:7]1. The catalyst class is: 5. (5) Product: [F:1][C:2]1[CH:9]=[CH:8][C:5]([CH2:6][O:35][CH2:34][C:32]2[O:31][N:30]=[C:29]([C:26]3[CH:25]=[CH:24][C:23]([N:20]4[CH2:21][CH2:22][CH:18]([N:17]([CH3:36])[CH3:16])[CH2:19]4)=[CH:28][CH:27]=3)[N:33]=2)=[CH:4][CH:3]=1. The catalyst class is: 3. Reactant: [F:1][C:2]1[CH:9]=[CH:8][C:5]([CH2:6]Br)=[CH:4][CH:3]=1.C(=O)([O-])[O-].[K+].[K+].[CH3:16][N:17]([CH3:36])[CH:18]1[CH2:22][CH2:21][N:20]([C:23]2[CH:28]=[CH:27][C:26]([C:29]3[N:33]=[C:32]([CH2:34][OH:35])[O:31][N:30]=3)=[CH:25][CH:24]=2)[CH2:19]1. (6) Reactant: Cl.[NH2:2][C:3]1[CH:7]=[CH:6][NH:5][C:4]=1[C:8]([O:10][CH2:11][CH3:12])=[O:9].CCN(C(C)C)C(C)C.CC(O)=O.C([BH3-])#N.[Na+].[O:30]1[CH2:34][CH2:33][O:32][CH:31]1[C:35]1[CH:42]=[CH:41][CH:40]=[CH:39][C:36]=1[CH:37]=O. Product: [O:30]1[CH2:34][CH2:33][O:32][CH:31]1[C:35]1[CH:42]=[CH:41][CH:40]=[CH:39][C:36]=1[CH2:37][NH:2][C:3]1[CH:7]=[CH:6][NH:5][C:4]=1[C:8]([O:10][CH2:11][CH3:12])=[O:9]. The catalyst class is: 14. (7) Reactant: C([Mg]Br)(C)C.[CH2:6]([O:8][C:9](=[O:14])[CH2:10][C:11]([OH:13])=O)[CH3:7].N1(C([C:22]2[CH:27]=[CH:26][CH:25]=[CH:24][N:23]=2)=O)C=CN=C1.N1C=CC=CC=1C(O)=O.C1N=CN(C(N2C=NC=C2)=O)C=1.C([O-])(O)=O.[Na+]. Product: [O:13]=[C:11]([C:22]1[CH:27]=[CH:26][CH:25]=[CH:24][N:23]=1)[CH2:10][C:9]([O:8][CH2:6][CH3:7])=[O:14]. The catalyst class is: 1.